Regression/Classification. Given a drug SMILES string, predict its absorption, distribution, metabolism, or excretion properties. Task type varies by dataset: regression for continuous measurements (e.g., permeability, clearance, half-life) or binary classification for categorical outcomes (e.g., BBB penetration, CYP inhibition). Dataset: cyp2c19_veith. From a dataset of CYP2C19 inhibition data for predicting drug metabolism from PubChem BioAssay. (1) The drug is CN1[C@@H](C[C@H](O)c2ccccc2)CCC[C@@H]1C[C@@H](O)c1ccccc1. The result is 0 (non-inhibitor). (2) The molecule is COc1ccc(Oc2ncc3nc(-c4ccc(F)cc4)c(=O)n(C)c3n2)cc1. The result is 0 (non-inhibitor). (3) The molecule is O=C1c2ccccc2S(=O)(=O)N1CCCCN1CCN(c2ncccn2)CC1. The result is 1 (inhibitor). (4) The compound is CN1CCN(c2ncc3nc(-c4cc(F)cc(F)c4)c(=O)n(CCC#N)c3n2)CC1. The result is 0 (non-inhibitor). (5) The molecule is Cc1ccc(NCCC(=O)c2ccc(Cl)c(Cl)c2)cc1. The result is 1 (inhibitor). (6) The drug is Cc1cccc(CNc2ccnc(-c3cccc(C#N)c3)n2)c1. The result is 1 (inhibitor). (7) The compound is Nc1ccc(C(=O)NCC(=O)O)cc1. The result is 0 (non-inhibitor). (8) The compound is O=c1c(-c2ccc(F)cc2)nc2cnc(Nc3ccccc3)nc2n1C[C@H]1CCCO1. The result is 0 (non-inhibitor). (9) The compound is CCCn1nc2cc(C(=O)NC3CCCc4ccccc43)ccc2c1OCC. The result is 1 (inhibitor).